From a dataset of Catalyst prediction with 721,799 reactions and 888 catalyst types from USPTO. Predict which catalyst facilitates the given reaction. (1) Reactant: [CH2:1]([O:8][C:9]1[CH:10]=[C:11]([C:26]2[O:30][N:29]=[C:28]([C:31]3[C:32]([Br:40])=[N:33][C:34]([CH3:39])=[C:35]([CH3:38])[C:36]=3[CH3:37])[N:27]=2)[CH:12]=[C:13]([N+:23]([O-:25])=[O:24])[C:14]=1[O:15][CH2:16][C:17]1[CH:22]=[CH:21][CH:20]=[CH:19][CH:18]=1)[C:2]1[CH:7]=[CH:6][CH:5]=[CH:4][CH:3]=1.FC(F)(F)C(OC(=O)C(F)(F)F)=[O:44]. Product: [CH2:1]([O:8][C:9]1[CH:10]=[C:11]([C:26]2[O:30][N:29]=[C:28]([C:31]3[C:32]([Br:40])=[N+:33]([O-:44])[C:34]([CH3:39])=[C:35]([CH3:38])[C:36]=3[CH3:37])[N:27]=2)[CH:12]=[C:13]([N+:23]([O-:25])=[O:24])[C:14]=1[O:15][CH2:16][C:17]1[CH:18]=[CH:19][CH:20]=[CH:21][CH:22]=1)[C:2]1[CH:3]=[CH:4][CH:5]=[CH:6][CH:7]=1. The catalyst class is: 4. (2) Reactant: Cl[C:2]1[N:7]=[C:6](Cl)[CH:5]=[CH:4][N:3]=1.C(OC([N:16]([CH3:26])[C:17]1[CH:22]=[CH:21][C:20](B(O)O)=[CH:19][CH:18]=1)=O)(C)(C)C.[CH2:27]([N:29]([CH2:32][CH3:33])[CH2:30][CH3:31])[CH3:28].[OH2:34]. Product: [CH3:26][NH:16][C:17]1[CH:18]=[CH:19][C:20]([C:6]2[CH:5]=[CH:4][N:3]=[C:2]([NH:16][C:17]3[CH:18]=[CH:19][C:27]([N:29]4[CH2:32][CH2:33][O:34][CH2:31][CH2:30]4)=[CH:28][CH:22]=3)[N:7]=2)=[CH:21][CH:22]=1. The catalyst class is: 57. (3) Reactant: [CH2:1]([C@@H:8]1[CH2:13][N:12]([CH2:14][C:15]2[CH:20]=[CH:19][CH:18]=[CH:17][CH:16]=2)[CH2:11][CH2:10][N:9]1[C:21]([C:23]1[N:24]=[CH:25][N:26]([CH2:34][CH:35]2[CH2:40][CH2:39][CH2:38][CH2:37][NH:36]2)[C:27]=1[C:28]1[CH:33]=[CH:32][CH:31]=[CH:30][CH:29]=1)=[O:22])[C:2]1[CH:7]=[CH:6][CH:5]=[CH:4][CH:3]=1.Br[CH2:42][CH2:43][O:44][CH3:45].[I-].[K+].C(=O)([O-])[O-].[K+].[K+]. Product: [CH2:1]([C@@H:8]1[CH2:13][N:12]([CH2:14][C:15]2[CH:16]=[CH:17][CH:18]=[CH:19][CH:20]=2)[CH2:11][CH2:10][N:9]1[C:21]([C:23]1[N:24]=[CH:25][N:26]([CH2:34][CH:35]2[CH2:40][CH2:39][CH2:38][CH2:37][N:36]2[CH2:42][CH2:43][O:44][CH3:45])[C:27]=1[C:28]1[CH:33]=[CH:32][CH:31]=[CH:30][CH:29]=1)=[O:22])[C:2]1[CH:3]=[CH:4][CH:5]=[CH:6][CH:7]=1. The catalyst class is: 399. (4) Reactant: [OH:1][N:2]1[C:6](=[O:7])[C:5]2=[CH:8][CH:9]=[CH:10][CH:11]=[C:4]2[C:3]1=[O:12].[Br:13][CH2:14][CH2:15]Br.C(N(CC)CC)C. Product: [Br:13][CH2:14][CH2:15][O:1][N:2]1[C:3](=[O:12])[CH:4]2[CH:5]([CH:8]=[CH:9][CH:10]=[CH:11]2)[C:6]1=[O:7]. The catalyst class is: 3. (5) Reactant: [Cl:1][C:2]1[CH:3]=[CH:4][C:5]2[N:11]3[C:12]([C:15]([F:18])([F:17])[F:16])=[N:13][N:14]=[C:10]3[C@@H:9]([CH2:19][C:20]([OH:22])=O)[O:8][C@H:7]([C:23]3[CH:28]=[CH:27][CH:26]=[C:25]([O:29][CH3:30])[C:24]=3[Cl:31])[C:6]=2[CH:32]=1.[NH:33]1[CH2:38][CH2:37][CH:36]([CH2:39][C:40]([O:42][C:43]([CH3:46])([CH3:45])[CH3:44])=[O:41])[CH2:35][CH2:34]1.Cl.C(N=C=NCCCN(C)C)C.O.ON1C2C=CC=CC=2N=N1.C(=O)([O-])O.[Na+]. Product: [Cl:1][C:2]1[CH:3]=[CH:4][C:5]2[N:11]3[C:12]([C:15]([F:18])([F:17])[F:16])=[N:13][N:14]=[C:10]3[C@@H:9]([CH2:19][C:20]([N:33]3[CH2:38][CH2:37][CH:36]([CH2:39][C:40]([O:42][C:43]([CH3:46])([CH3:45])[CH3:44])=[O:41])[CH2:35][CH2:34]3)=[O:22])[O:8][C@H:7]([C:23]3[CH:28]=[CH:27][CH:26]=[C:25]([O:29][CH3:30])[C:24]=3[Cl:31])[C:6]=2[CH:32]=1. The catalyst class is: 4. (6) Reactant: [C:1]([O:5][C:6](=[O:20])[NH:7][CH2:8][C:9]1([C:16](=[NH:19])[NH:17][OH:18])[CH2:11][CH:10]1[CH2:12][CH:13]([CH3:15])[CH3:14])([CH3:4])([CH3:3])[CH3:2].[C:21](C1NC=CN=1)(C1NC=CN=1)=[O:22]. Product: [C:1]([O:5][C:6](=[O:20])[NH:7][CH2:8][C:9]1([C:16]2[NH:19][C:21](=[O:22])[O:18][N:17]=2)[CH2:11][CH:10]1[CH2:12][CH:13]([CH3:14])[CH3:15])([CH3:3])([CH3:4])[CH3:2]. The catalyst class is: 1.